From a dataset of Forward reaction prediction with 1.9M reactions from USPTO patents (1976-2016). Predict the product of the given reaction. Given the reactants [C@@H:1]12[CH2:7][C@@H:4]([CH2:5][CH2:6]1)[C:3](=O)[C:2]2=O.COP([CH2:16][C:17](=O)[CH2:18][C:19]1([CH3:22])[CH2:21][CH2:20]1)(=O)OC.O.[NH2:25][NH2:26], predict the reaction product. The product is: [CH3:22][C:19]1([CH2:18][C:17]2[N:25]=[N:26][C:2]3[CH:1]4[CH2:7][CH:4]([C:3]=3[CH:16]=2)[CH2:5][CH2:6]4)[CH2:21][CH2:20]1.